This data is from Full USPTO retrosynthesis dataset with 1.9M reactions from patents (1976-2016). The task is: Predict the reactants needed to synthesize the given product. (1) Given the product [N+:1]([C:4]1[CH:14]=[CH:13][CH:12]=[C:6]2[C:7]([N:15]([CH2:16][CH2:17][C:18]([OH:20])=[O:19])[C:10](=[O:11])[C:5]=12)=[O:9])([O-:3])=[O:2], predict the reactants needed to synthesize it. The reactants are: [N+:1]([C:4]1[CH:14]=[CH:13][CH:12]=[C:6]2[C:7]([O:9][C:10](=[O:11])[C:5]=12)=O)([O-:3])=[O:2].[NH2:15][CH2:16][CH2:17][C:18]([OH:20])=[O:19]. (2) Given the product [Cl:24][C:25]1[CH:26]=[C:27]([CH:31]([C:2]2[CH:3]=[C:4]([CH:8]3[O:12][CH2:11][CH2:10][O:9]3)[S:5][C:6]=2[CH3:7])[NH:32][S:33]([C:35]([CH3:38])([CH3:37])[CH3:36])=[O:34])[CH:28]=[CH:29][CH:30]=1, predict the reactants needed to synthesize it. The reactants are: Br[C:2]1[CH:3]=[C:4]([CH:8]2[O:12][CH2:11][CH2:10][O:9]2)[S:5][C:6]=1[CH3:7].[Li]CCCC.CCCCCC.[Cl:24][C:25]1[CH:26]=[C:27](/[CH:31]=[N:32]/[S:33]([C:35]([CH3:38])([CH3:37])[CH3:36])=[O:34])[CH:28]=[CH:29][CH:30]=1. (3) Given the product [C:1]([O:5][C:6]([N:8]1[CH2:17][CH2:16][C:15]2[C:10](=[CH:11][C:12]([O:18][CH2:19][Cl:25])=[CH:13][CH:14]=2)[CH2:9]1)=[O:7])([CH3:4])([CH3:3])[CH3:2], predict the reactants needed to synthesize it. The reactants are: [C:1]([O:5][C:6]([N:8]1[CH2:17][CH2:16][C:15]2[C:10](=[CH:11][C:12]([O:18][CH2:19]SC)=[CH:13][CH:14]=2)[CH2:9]1)=[O:7])([CH3:4])([CH3:3])[CH3:2].S(Cl)([Cl:25])(=O)=O. (4) Given the product [C:1]([O:5][C:6]([C:8]1([O:11][C:12]2[CH:17]=[CH:16][C:15]([NH2:18])=[C:14]([F:21])[CH:13]=2)[CH2:9][CH2:10]1)=[O:7])([CH3:4])([CH3:2])[CH3:3], predict the reactants needed to synthesize it. The reactants are: [C:1]([O:5][C:6]([C:8]1([O:11][C:12]2[CH:17]=[CH:16][C:15]([N+:18]([O-])=O)=[C:14]([F:21])[CH:13]=2)[CH2:10][CH2:9]1)=[O:7])([CH3:4])([CH3:3])[CH3:2]. (5) Given the product [F:83][C:64]1[CH:65]=[C:66]([NH:69][C:70]([C:26]2[C:27](=[O:28])[N:29]([C:30]3[CH:31]=[CH:32][C:33]([F:36])=[CH:34][CH:35]=3)[CH:90]=[CH:92][CH:25]=2)=[O:71])[C:67]([F:38])=[CH:68][C:63]=1[O:62][C:50]1[CH:49]=[CH:48][N:47]=[C:46]([C:96]([NH2:94])=[O:97])[CH:51]=1, predict the reactants needed to synthesize it. The reactants are: FC1C=C(N[C:25](=O)[CH2:26][C:27]([NH:29][C:30]2[CH:35]=[CH:34][C:33]([F:36])=[CH:32][CH:31]=2)=[O:28])C=CC=1OC1C=CN=C(NCCN2CCOCC2)C=1.[F:38]C(F)(F)C(O)=O.N[C:46]1[C:51](C2C=CC(CC(N)=O)=CC=2)=[C:50]([O:62][C:63]2[CH:68]=[CH:67][C:66]([NH:69][C:70](NC(=O)CC3C=CC(F)=CC=3)=[O:71])=[CH:65][C:64]=2[F:83])[CH:49]=[CH:48][N:47]=1.CCN([CH:90]([CH3:92])C)C(C)C.C[N:94]([CH:96]=[O:97])C.